This data is from Full USPTO retrosynthesis dataset with 1.9M reactions from patents (1976-2016). The task is: Predict the reactants needed to synthesize the given product. (1) Given the product [CH3:20][O:19][C:18]1[CH:17]=[CH:16][C:4]([C:5]([NH:7][C:8]2[CH:13]=[CH:12][C:11]([Cl:14])=[C:10]([Cl:15])[CH:9]=2)=[O:6])=[CH:3][C:2]=1[NH:1][C:27]1[CH:26]=[CH:25][CH:24]=[C:23]([C:22]([F:51])([F:50])[F:21])[CH:28]=1, predict the reactants needed to synthesize it. The reactants are: [NH2:1][C:2]1[CH:3]=[C:4]([CH:16]=[CH:17][C:18]=1[O:19][CH3:20])[C:5]([NH:7][C:8]1[CH:13]=[CH:12][C:11]([Cl:14])=[C:10]([Cl:15])[CH:9]=1)=[O:6].[F:21][C:22]([F:51])([F:50])[C:23]1[CH:24]=[C:25]([Bi]([C:25]2[CH:26]=[CH:27][CH:28]=[C:23]([C:22]([F:51])([F:50])[F:21])[CH:24]=2)[C:25]2[CH:26]=[CH:27][CH:28]=[C:23]([C:22]([F:51])([F:50])[F:21])[CH:24]=2)[CH:26]=[CH:27][CH:28]=1.C(N(CC)CC)C. (2) Given the product [CH2:38]([N:5]1[C:6]2[C:11](=[CH:10][C:9]([F:23])=[CH:8][CH:7]=2)[N:12]([C:13](=[O:22])[C:14]2[CH:19]=[CH:18][C:17]([O:20][CH3:21])=[CH:16][CH:15]=2)[C@@H:3]([CH2:1][CH3:2])[C:4]1=[O:24])[CH3:39], predict the reactants needed to synthesize it. The reactants are: [CH2:1]([C@@H:3]1[N:12]([C:13](=[O:22])[C:14]2[CH:19]=[CH:18][C:17]([O:20][CH3:21])=[CH:16][CH:15]=2)[C:11]2[C:6](=[CH:7][CH:8]=[C:9]([F:23])[CH:10]=2)[NH:5][C:4]1=[O:24])[CH3:2].C(=O)([O-])[O-].[Cs+].[Cs+].C(=O)([O-])[O-].[K+].[K+].I[CH2:38][CH3:39]. (3) Given the product [Cl:1][C:2]1[CH:3]=[C:4]([S:9]([NH:12][CH2:13][C:14]2[N:19]=[N:18][C:17]([C:20]([OH:22])=[O:21])=[CH:16][CH:15]=2)(=[O:10])=[O:11])[CH:5]=[CH:6][C:7]=1[F:8], predict the reactants needed to synthesize it. The reactants are: [Cl:1][C:2]1[CH:3]=[C:4]([S:9]([NH:12][CH2:13][C:14]2[N:19]=[N:18][C:17]([C:20]([O:22]C)=[O:21])=[CH:16][CH:15]=2)(=[O:11])=[O:10])[CH:5]=[CH:6][C:7]=1[F:8].[OH-].[K+]. (4) Given the product [Cl:1][C:2]1[CH:7]=[CH:6][C:5]([NH:8][C:9]([NH:10][C@@H:11]([C:12]([N:14]2[CH2:19][CH2:18][CH:17]([CH2:20][N:21]3[CH:25]=[CH:24][S:23][C:22]3=[NH:26])[CH2:16][CH2:15]2)=[O:13])[C:33]([CH3:35])([CH3:34])[CH3:36])=[O:37])=[CH:4][CH:3]=1, predict the reactants needed to synthesize it. The reactants are: [Cl:1][C:2]1[CH:7]=[CH:6][C:5]([NH:8][C:9](=[O:37])[NH:10][CH:11]([C:33]([CH3:36])([CH3:35])[CH3:34])[C:12]([N:14]2[CH2:19][CH2:18][CH:17]([CH2:20][N:21]3[CH:25]=[CH:24][S:23]/[C:22]/3=[N:26]\C(=O)OCC=C)[CH2:16][CH2:15]2)=[O:13])=[CH:4][CH:3]=1.CC1(C)OC(=O)CC(=O)O1. (5) Given the product [F:1][C:2]1[CH:3]=[C:4]2[C:10]([C:53]3[N:54]=[C:55]([NH2:63])[C:56]([N+:60]([O-:62])=[O:61])=[C:57]([NH2:59])[N:58]=3)=[N:9][N:8]([CH2:12][C:13]3[CH:18]=[CH:17][CH:16]=[CH:15][C:14]=3[F:19])[C:5]2=[N:6][CH:7]=1, predict the reactants needed to synthesize it. The reactants are: [F:1][C:2]1[CH:3]=[C:4]2[C:10](I)=[N:9][N:8]([CH2:12][C:13]3[CH:18]=[CH:17][CH:16]=[CH:15][C:14]=3[F:19])[C:5]2=[N:6][CH:7]=1.O1CCOCC1.CCCC[Sn](CCCC)CCCC.CCCC[Sn](CCCC)CCCC.Cl[C:53]1[N:58]=[C:57]([NH2:59])[C:56]([N+:60]([O-:62])=[O:61])=[C:55]([NH2:63])[N:54]=1. (6) Given the product [Br:1][C:2]1[C:3]([N:9]2[CH2:14][CH2:13][O:12][CH2:11][CH:10]2[C:15]([NH:47][C@H:45]([C:42]2[CH:43]=[CH:44][C:39]([CH3:48])=[CH:40][CH:41]=2)[CH3:46])=[O:17])=[N:4][C:5]([Cl:8])=[N:6][CH:7]=1, predict the reactants needed to synthesize it. The reactants are: [Br:1][C:2]1[C:3]([N:9]2[CH2:14][CH2:13][O:12][CH2:11][CH:10]2[C:15]([OH:17])=O)=[N:4][C:5]([Cl:8])=[N:6][CH:7]=1.C(Cl)CCl.C1C=CC2N(O)N=NC=2C=1.C(N(CC)CC)C.[C:39]1([CH3:48])[CH:44]=[CH:43][C:42]([C@@H:45]([NH2:47])[CH3:46])=[CH:41][CH:40]=1. (7) Given the product [OH:1][CH2:2][C@H:3]1[N:8]2[C:9]3[CH:10]=[CH:11][C:12]([O:16][CH:17]4[CH2:22][CH2:21][N:20]([CH:23]([CH3:24])[CH3:25])[CH2:19][CH2:18]4)=[CH:13][C:14]=3[CH:15]=[C:7]2[C:6](=[O:26])[N:5]([CH3:27])[CH2:4]1, predict the reactants needed to synthesize it. The reactants are: [OH:1][CH2:2][C@H:3]1[N:8]2[C:9]3[CH:10]=[CH:11][C:12]([O:16][CH:17]4[CH2:22][CH2:21][N:20]([CH:23]([CH3:25])[CH3:24])[CH2:19][CH2:18]4)=[CH:13][C:14]=3[CH:15]=[C:7]2[C:6](=[O:26])[NH:5][CH2:4]1.[CH3:27]I.[H-].[Na+].